This data is from Full USPTO retrosynthesis dataset with 1.9M reactions from patents (1976-2016). The task is: Predict the reactants needed to synthesize the given product. (1) The reactants are: [CH3:1][NH:2][C:3]1[C:8]([NH2:9])=[CH:7][C:6]([C:10]([F:13])([F:12])[F:11])=[CH:5][N:4]=1.[F:14][C:15]1[C:16]([CH:21]=O)=[N:17][CH:18]=[CH:19][CH:20]=1.S([O-])(O)=O.[Na+].C(=O)([O-])O.[Na+]. Given the product [F:14][C:15]1[C:16]([C:21]2[N:2]([CH3:1])[C:3]3=[N:4][CH:5]=[C:6]([C:10]([F:11])([F:12])[F:13])[CH:7]=[C:8]3[N:9]=2)=[N:17][CH:18]=[CH:19][CH:20]=1, predict the reactants needed to synthesize it. (2) Given the product [C:12]([O:16][C:17]([N:19]1[C:27]2[C:22](=[CH:23][CH:24]=[CH:25][CH:26]=2)[CH:21]=[C:20]1[C:2]1[CH:8]=[CH:7][C:5]([NH2:6])=[C:4]([NH2:9])[CH:3]=1)=[O:18])([CH3:15])([CH3:13])[CH3:14], predict the reactants needed to synthesize it. The reactants are: Br[C:2]1[CH:8]=[CH:7][C:5]([NH2:6])=[C:4]([N+:9]([O-])=O)[CH:3]=1.[C:12]([O:16][C:17]([N:19]1[C:27]2[C:22](=[CH:23][CH:24]=[CH:25][CH:26]=2)[CH:21]=[C:20]1B(O)O)=[O:18])([CH3:15])([CH3:14])[CH3:13].C(=O)(O)[O-].[Na+].CN(C=O)C. (3) Given the product [C:1]([S:5]([C:8]1[CH:9]=[C:10]2[C:15](=[CH:16][CH:17]=1)[N:14]=[CH:13][C:12]([I:18])=[C:11]2[Cl:22])(=[O:7])=[O:6])([CH3:4])([CH3:3])[CH3:2], predict the reactants needed to synthesize it. The reactants are: [C:1]([S:5]([C:8]1[CH:9]=[C:10]2[C:15](=[CH:16][CH:17]=1)[NH:14][CH:13]=[C:12]([I:18])[C:11]2=O)(=[O:7])=[O:6])([CH3:4])([CH3:3])[CH3:2].O=P(Cl)(Cl)[Cl:22]. (4) Given the product [ClH:36].[N:28]1([C:34]([O:21][C:15]2[CH:16]=[C:17]([F:20])[CH:18]=[CH:19][C:14]=2/[CH:13]=[C:9]2\[C:10](=[O:12])[N:11]=[C:7]([N:1]3[CH2:6][CH2:5][CH2:4][CH2:3][NH:2]3)[S:8]\2)=[O:35])[CH2:33][CH2:32][S:31][CH2:30][CH2:29]1, predict the reactants needed to synthesize it. The reactants are: [N:1]1([C:7]2[S:8]/[C:9](=[CH:13]\[C:14]3[CH:19]=[CH:18][C:17]([F:20])=[CH:16][C:15]=3[OH:21])/[C:10](=[O:12])[N:11]=2)[CH2:6][CH2:5][CH2:4][CH2:3][NH:2]1.C(=O)([O-])[O-].[K+].[K+].[N:28]1([C:34]([Cl:36])=[O:35])[CH2:33][CH2:32][S:31][CH2:30][CH2:29]1.N1CCSCC1. (5) Given the product [CH:15]([N:12]1[CH2:11][CH2:10][C:9]2[CH:17]=[CH:18][C:6]([C:3]([OH:5])=[O:23])=[CH:7][C:8]=2[CH2:14][CH2:13]1)=[O:16], predict the reactants needed to synthesize it. The reactants are: [OH-].[Na+].[C:3]([C:6]1[CH:18]=[CH:17][C:9]2[CH2:10][CH2:11][N:12]([CH:15]=[O:16])[CH2:13][CH2:14][C:8]=2[CH:7]=1)(=[O:5])C.BrBr.CC(C)=[O:23]. (6) The reactants are: [C:1]([C:3]1[CH:8]=[CH:7][CH:6]=[CH:5][C:4]=1[C:9]1[CH:14]=[CH:13][C:12]([CH2:15][CH:16]([C:22](=O)[CH2:23][CH2:24][CH3:25])[C:17](OCC)=[O:18])=[C:11]([F:27])[CH:10]=1)#[N:2].[CH3:28][O:29][CH2:30][CH:31]([NH:33][C:34]1[NH:38][C:37]([CH3:39])=[N:36][N:35]=1)[CH3:32]. Given the product [F:27][C:11]1[CH:10]=[C:9]([C:4]2[C:3]([C:1]#[N:2])=[CH:8][CH:7]=[CH:6][CH:5]=2)[CH:14]=[CH:13][C:12]=1[CH2:15][C:16]1[C:17](=[O:18])[N:33]([CH:31]([CH3:32])[CH2:30][O:29][CH3:28])[C:34]2[N:35]([N:36]=[C:37]([CH3:39])[N:38]=2)[C:22]=1[CH2:23][CH2:24][CH3:25], predict the reactants needed to synthesize it. (7) Given the product [CH3:12][NH:13][C:7]([CH:4]1[CH2:3][C:2](=[O:1])[NH:6][CH2:5]1)=[O:9], predict the reactants needed to synthesize it. The reactants are: [O:1]=[C:2]1[NH:6][CH2:5][CH:4]([C:7]([OH:9])=O)[CH2:3]1.CN.[CH3:12][N:13](C(ON1N=NC2C=CC=CC1=2)=[N+](C)C)C.F[P-](F)(F)(F)(F)F. (8) Given the product [CH3:21][C:20]([NH:3][CH2:2][CH2:1][CH2:4][S:5]([OH:8])(=[O:7])=[O:6])=[O:22].[CH3:9][N+:10]([CH3:13])([CH3:12])[CH3:11], predict the reactants needed to synthesize it. The reactants are: [CH2:1]([CH2:4][S:5]([OH:8])(=[O:7])=[O:6])[CH2:2][NH2:3].[CH3:9][N+:10]([CH3:13])([CH3:12])[CH3:11].[OH-].C[N+](C)(C)C.[C:20](OC(=O)C)(=[O:22])[CH3:21]. (9) Given the product [CH:19]1([C:15]2[CH:14]=[C:13]([C:22]([O:24][CH2:25][CH3:26])=[O:23])[C:12](=[O:27])[N:11]3[C:16]=2[C:17]([CH3:18])=[C:8]([C:5]2[CH:4]=[CH:3][C:2]([NH:1][CH3:30])=[CH:7][CH:6]=2)[CH:9]=[CH:10]3)[CH2:21][CH2:20]1, predict the reactants needed to synthesize it. The reactants are: [NH2:1][C:2]1[CH:7]=[CH:6][C:5]([C:8]2[CH:9]=[CH:10][N:11]3[C:16]([C:17]=2[CH3:18])=[C:15]([CH:19]2[CH2:21][CH2:20]2)[CH:14]=[C:13]([C:22]([O:24][CH2:25][CH3:26])=[O:23])[C:12]3=[O:27])=[CH:4][CH:3]=1.CI.[C:30](=O)([O-])[O-].[K+].[K+].O. (10) Given the product [CH:20]([C:17]1[CH:18]=[CH:19][C:14]([C:13]2[CH:3]3[CH:4]([NH:5][C:6](=[O:10])[C:7]([C:8]#[N:9])=[C:2]3[OH:1])[S:11][CH:12]=2)=[CH:15][CH:16]=1)=[O:21], predict the reactants needed to synthesize it. The reactants are: [OH:1][C:2]1[CH:3]2[C:13]([C:14]3[CH:19]=[CH:18][C:17]([CH2:20][OH:21])=[CH:16][CH:15]=3)=[CH:12][S:11][CH:4]2[NH:5][C:6](=[O:10])[C:7]=1[C:8]#[N:9].C[N+]1([O-])CCOCC1.